Dataset: Orexin1 receptor HTS with 218,158 compounds and 233 confirmed actives. Task: Binary Classification. Given a drug SMILES string, predict its activity (active/inactive) in a high-throughput screening assay against a specified biological target. (1) The compound is ClCc1[nH]c(nc(=O)c1)C. The result is 0 (inactive). (2) The compound is S\1C(=O)N(CCCC(=O)Nc2ccc(C(OCCN(CC)CC)=O)cc2)C(=S)C1=C\c1ccc(OC)cc1. The result is 0 (inactive). (3) The molecule is S(=O)(=O)(N1CCCc2c1cccc2)c1c(OC)ccc(c1)C(OCC(=O)NCC1OCCC1)=O. The result is 0 (inactive). (4) The compound is S(c1nc2c(ccc(c2)C)cc1C#N)CC(OC)=O. The result is 0 (inactive). (5) The molecule is Clc1cc(N2CC(=O)N(NC(=O)c3sccc3Cl)CC2=O)cc(Cl)c1. The result is 0 (inactive).